Dataset: Forward reaction prediction with 1.9M reactions from USPTO patents (1976-2016). Task: Predict the product of the given reaction. (1) Given the reactants [I:1][C:2]1[CH:3]=[C:4]([CH:8]=[CH:9][C:10]=1[CH3:11])[C:5](Cl)=[O:6].[NH2:12][C:13]1[CH:20]=[CH:19][C:16]([C:17]#[N:18])=[C:15]([C:21]([F:24])([F:23])[F:22])[CH:14]=1.C(N(CC)CC)C, predict the reaction product. The product is: [C:17]([C:16]1[CH:19]=[CH:20][C:13]([NH:12][C:5](=[O:6])[C:4]2[CH:8]=[CH:9][C:10]([CH3:11])=[C:2]([I:1])[CH:3]=2)=[CH:14][C:15]=1[C:21]([F:22])([F:23])[F:24])#[N:18]. (2) The product is: [N:3]1([CH2:14][CH2:15][CH2:16][NH2:17])[C:7]2[CH:8]=[CH:9][CH:10]=[CH:11][C:6]=2[N:5]=[CH:4]1. Given the reactants [H-].[Na+].[N:3]1[C:7]2[CH:8]=[CH:9][CH:10]=[CH:11][C:6]=2[NH:5][CH:4]=1.Br.Br[CH2:14][CH2:15][CH2:16][NH2:17], predict the reaction product. (3) The product is: [CH2:1]([O:3][C:4](=[O:19])/[CH:5]=[C:6](/[O:8][C:9]1[CH:14]=[CH:13][CH:12]=[C:11]([C:15]([F:16])([F:18])[F:17])[CH:10]=1)\[CH2:7][Br:20])[CH3:2]. Given the reactants [CH2:1]([O:3][C:4](=[O:19])/[CH:5]=[C:6](/[O:8][C:9]1[CH:14]=[CH:13][CH:12]=[C:11]([C:15]([F:18])([F:17])[F:16])[CH:10]=1)\[CH3:7])[CH3:2].[Br:20]N1C(=O)CCC1=O.C(OOC(=O)C1C=CC=CC=1)(=O)C1C=CC=CC=1, predict the reaction product. (4) The product is: [CH3:14][C:15]1[N:16]=[C:17]([N:25]2[CH2:29][CH2:28][N:27]([CH2:7][CH:8]3[CH2:13][CH2:12][CH2:11][CH2:10][O:9]3)[C:26]2=[O:30])[S:18][C:19]=1[C:20]([O:22][CH2:23][CH3:24])=[O:21]. Given the reactants C1(CBr)CC1.Br[CH2:7][CH:8]1[CH2:13][CH2:12][CH2:11][CH2:10][O:9]1.[CH3:14][C:15]1[N:16]=[C:17]([N:25]2[CH2:29][CH2:28][NH:27][C:26]2=[O:30])[S:18][C:19]=1[C:20]([O:22][CH2:23][CH3:24])=[O:21], predict the reaction product. (5) Given the reactants C[O:2][C:3]([C:5]1([NH:9][S:10]([C:13]2[CH:18]=[CH:17][CH:16]=[CH:15][C:14]=2[N+:19]([O-:21])=[O:20])(=[O:12])=[O:11])[CH2:8][CH2:7][CH2:6]1)=[O:4].[CH2:22]1COCC1.CO.O[Li].O, predict the reaction product. The product is: [CH3:22][CH:6]1[CH2:7][CH2:8][C:5]1([NH:9][S:10]([C:13]1[CH:18]=[CH:17][CH:16]=[CH:15][C:14]=1[N+:19]([O-:21])=[O:20])(=[O:12])=[O:11])[C:3]([OH:2])=[O:4]. (6) The product is: [CH3:13][O:12][C:8]1[CH:7]=[C:6]2[C:11]([C:2]([OH:1])=[CH:3][CH:4]=[N:5]2)=[CH:10][CH:9]=1. Given the reactants [OH:1][C:2]1[C:11]2[C:6](=[CH:7][C:8]([O:12][CH3:13])=[CH:9][CH:10]=2)[N:5]=[CH:4][C:3]=1C(O)=O, predict the reaction product. (7) Given the reactants [Cl:1][C:2]1[CH:3]=[CH:4][C:5]2[O:10][C:9](=[O:11])[CH:8]=[C:7]([CH2:12][CH2:13][CH2:14][C:15]#[N:16])[C:6]=2[CH:17]=1.[Br-].[C:19](CCCC[Zn+])#N, predict the reaction product. The product is: [Cl:1][C:2]1[CH:3]=[CH:4][C:5]2[O:10][C:9](=[O:11])[CH:8]=[C:7]([CH:12]([CH3:19])[CH2:13][CH2:14][C:15]#[N:16])[C:6]=2[CH:17]=1.